This data is from Catalyst prediction with 721,799 reactions and 888 catalyst types from USPTO. The task is: Predict which catalyst facilitates the given reaction. (1) The catalyst class is: 4. Reactant: [Cl:1][C:2]1[C:3]([NH:15][CH:16]2[CH2:26][CH2:25][C:19]3([CH2:24][CH2:23][NH:22][CH2:21][CH2:20]3)[CH2:18][CH2:17]2)=[N:4][C:5]([NH:8][C:9]2[CH:10]=[N:11][N:12]([CH3:14])[CH:13]=2)=[N:6][CH:7]=1.[C:27](OC(=O)C)(=[O:29])[CH3:28].C(N(CC)CC)C. Product: [Cl:1][C:2]1[C:3]([NH:15][CH:16]2[CH2:26][CH2:25][C:19]3([CH2:24][CH2:23][N:22]([C:27](=[O:29])[CH3:28])[CH2:21][CH2:20]3)[CH2:18][CH2:17]2)=[N:4][C:5]([NH:8][C:9]2[CH:10]=[N:11][N:12]([CH3:14])[CH:13]=2)=[N:6][CH:7]=1. (2) Reactant: [CH:1]([O:4][C:5]1[N:6]=[CH:7][C:8]([CH2:11][O:12][C:13]2[CH:21]=[CH:20][C:19]3[NH:18][C:17]4[CH:22]([CH2:25][C:26]([O:28]CC)=[O:27])[CH2:23][CH2:24][C:16]=4[C:15]=3[CH:14]=2)=[N:9][CH:10]=1)([CH3:3])[CH3:2].[Li+].[OH-].O.Cl. Product: [CH:1]([O:4][C:5]1[N:6]=[CH:7][C:8]([CH2:11][O:12][C:13]2[CH:21]=[CH:20][C:19]3[NH:18][C:17]4[CH:22]([CH2:25][C:26]([OH:28])=[O:27])[CH2:23][CH2:24][C:16]=4[C:15]=3[CH:14]=2)=[N:9][CH:10]=1)([CH3:3])[CH3:2]. The catalyst class is: 12. (3) Reactant: [C:1]([N:4]([CH2:25][CH:26]1[CH2:28][CH2:27]1)[C:5]1[CH:24]=[CH:23][C:8]([O:9][C:10]2[CH:11]=[C:12]([CH:16]=[C:17]([O:19][CH:20]([CH3:22])[CH3:21])[CH:18]=2)[C:13]([OH:15])=O)=[CH:7][CH:6]=1)(=[O:3])[CH3:2].[S:29]1[CH:33]=[CH:32][N:31]=[C:30]1[NH2:34].CCN=C=NCCCN(C)C.C1C=CC2N(O)N=NC=2C=1. Product: [C:1]([N:4]([CH2:25][CH:26]1[CH2:28][CH2:27]1)[C:5]1[CH:6]=[CH:7][C:8]([O:9][C:10]2[CH:11]=[C:12]([CH:16]=[C:17]([O:19][CH:20]([CH3:21])[CH3:22])[CH:18]=2)[C:13]([NH:34][C:30]2[S:29][CH:33]=[CH:32][N:31]=2)=[O:15])=[CH:23][CH:24]=1)(=[O:3])[CH3:2]. The catalyst class is: 248. (4) Reactant: [F:1][C:2]1[CH:17]=[C:16]([N+:18]([O-])=O)[C:15]([F:21])=[CH:14][C:3]=1[C:4]([NH:6][CH:7]1[CH2:12][CH2:11][N:10]([CH3:13])[CH2:9][CH2:8]1)=[O:5]. Product: [NH2:18][C:16]1[C:15]([F:21])=[CH:14][C:3]([C:4]([NH:6][CH:7]2[CH2:12][CH2:11][N:10]([CH3:13])[CH2:9][CH2:8]2)=[O:5])=[C:2]([F:1])[CH:17]=1. The catalyst class is: 43. (5) Reactant: [CH3:1][O:2][C:3]1[CH:8]=[CH:7][C:6]([CH2:9][C:10](O)=[O:11])=[C:5]([N+:13]([O-:15])=[O:14])[CH:4]=1. Product: [CH3:1][O:2][C:3]1[CH:8]=[CH:7][C:6]([CH2:9][CH2:10][OH:11])=[C:5]([N+:13]([O-:15])=[O:14])[CH:4]=1. The catalyst class is: 1. (6) Reactant: [Cl:1][C:2]1[CH:10]=[CH:9][C:8]2[NH:7][C:6]3[CH2:11][CH2:12][N:13]([CH3:15])[CH2:14][C:5]=3[C:4]=2[CH:3]=1.[CH:16]([C:18]1[CH:19]=[CH:20][C:21](=[O:24])[NH:22][CH:23]=1)=[CH2:17].[OH-].[K+]. Product: [Cl:1][C:2]1[CH:10]=[CH:9][C:8]2[N:7]([CH2:17][CH2:16][C:18]3[CH:19]=[CH:20][C:21](=[O:24])[NH:22][CH:23]=3)[C:6]3[CH2:11][CH2:12][N:13]([CH3:15])[CH2:14][C:5]=3[C:4]=2[CH:3]=1. The catalyst class is: 37. (7) Reactant: [N+:1]([C:4]1[CH:5]=[C:6]([C:14]([N:16]2[CH2:21][CH2:20][N:19]([CH2:22][CH3:23])[CH2:18][CH2:17]2)=[O:15])[CH:7]=[C:8]([C:10]([F:13])([F:12])[F:11])[CH:9]=1)([O-])=O. Product: [NH2:1][C:4]1[CH:5]=[C:6]([C:14]([N:16]2[CH2:21][CH2:20][N:19]([CH2:22][CH3:23])[CH2:18][CH2:17]2)=[O:15])[CH:7]=[C:8]([C:10]([F:11])([F:12])[F:13])[CH:9]=1. The catalyst class is: 171. (8) Reactant: C(OC([N:8]1[CH2:13][CH2:12][CH:11]([CH2:14][O:15][C:16]([N:18]2[CH:22]=[CH:21]N=C2)=[O:17])[CH2:10][CH2:9]1)=O)(C)(C)C.[CH:23]([C:26]1[CH:32]=CC(N)=[CH:28][CH:27]=1)([CH3:25])[CH3:24].C(O)(C(F)(F)F)=O.C(Cl)Cl. Product: [NH:8]1[CH2:9][CH2:10][CH:11]([CH2:14][O:15][C:16](=[O:17])[NH:18][C:22]2[CH:21]=[CH:32][C:26]([CH:23]([CH3:25])[CH3:24])=[CH:27][CH:28]=2)[CH2:12][CH2:13]1. The catalyst class is: 3.